This data is from Full USPTO retrosynthesis dataset with 1.9M reactions from patents (1976-2016). The task is: Predict the reactants needed to synthesize the given product. (1) Given the product [C:3]([C:7]1[CH:11]=[C:10]([C:12]([OH:14])=[O:13])[N:9]([C:17]2[CH:18]=[CH:19][C:20]([P:23]([CH3:26])([CH3:25])=[O:24])=[CH:21][CH:22]=2)[N:8]=1)([CH3:6])([CH3:4])[CH3:5], predict the reactants needed to synthesize it. The reactants are: [OH-].[Na+].[C:3]([C:7]1[CH:11]=[C:10]([C:12]([O:14]CC)=[O:13])[N:9]([C:17]2[CH:22]=[CH:21][C:20]([P:23]([CH3:26])([CH3:25])=[O:24])=[CH:19][CH:18]=2)[N:8]=1)([CH3:6])([CH3:5])[CH3:4]. (2) Given the product [Br:19][C:2]1[CH:11]=[C:10]2[C:5]([C:6]([C:13]3[CH:18]=[CH:17][CH:16]=[CH:15][CH:14]=3)=[CH:7][C:8](=[O:12])[O:9]2)=[CH:4][CH:3]=1, predict the reactants needed to synthesize it. The reactants are: O[C:2]1[CH:11]=[C:10]2[C:5]([C:6]([C:13]3[CH:18]=[CH:17][CH:16]=[CH:15][CH:14]=3)=[CH:7][C:8](=[O:12])[O:9]2)=[CH:4][CH:3]=1.[Br-:19].[Br-].C1(P(C2C=CC=CC=2)C2C=CC=CC=2)C=CC=CC=1. (3) Given the product [Cl:1][C:2]1[CH:3]=[CH:4][C:5]([O:6][CH2:7][C:8]([N:10]2[CH2:15][CH2:14][NH:13][CH2:12][CH2:11]2)=[O:9])=[CH:23][CH:24]=1, predict the reactants needed to synthesize it. The reactants are: [Cl:1][C:2]1[CH:24]=[CH:23][C:5]([O:6][CH2:7][C:8]([N:10]2[CH2:15][CH2:14][N:13](C(OC(C)(C)C)=O)[CH2:12][CH2:11]2)=[O:9])=[CH:4][CH:3]=1.C(O)(C(F)(F)F)=O. (4) Given the product [CH2:33]([NH:1][C@H:2]1[CH2:3][CH2:4][C@H:5]([CH2:8][NH:9][C:10]2[C:15]([C:16]#[N:17])=[CH:14][N:13]=[C:12]([NH:18][CH2:19][C:20]3[CH:25]=[CH:24][CH:23]=[CH:22][C:21]=3[O:26][C:27]([F:29])([F:30])[F:28])[N:11]=2)[CH2:6][CH2:7]1)[CH3:35], predict the reactants needed to synthesize it. The reactants are: [NH2:1][C@H:2]1[CH2:7][CH2:6][C@H:5]([CH2:8][NH:9][C:10]2[C:15]([C:16]#[N:17])=[CH:14][N:13]=[C:12]([NH:18][CH2:19][C:20]3[CH:25]=[CH:24][CH:23]=[CH:22][C:21]=3[O:26][C:27]([F:30])([F:29])[F:28])[N:11]=2)[CH2:4][CH2:3]1.[BH-](OC(C)=O)(OC(C)=O)O[C:33]([CH3:35])=O.[Na+].C(=O)C.C([O-])(O)=O.[Na+].